This data is from Full USPTO retrosynthesis dataset with 1.9M reactions from patents (1976-2016). The task is: Predict the reactants needed to synthesize the given product. (1) Given the product [O:11]=[C:12]1[N:18]([C:9]([O:11][C:12]([CH3:13])([CH3:14])[CH3:15])=[O:10])[C@H:16]([C:9]([O:11][CH2:12][CH3:13])=[O:10])[CH2:17][CH2:13]1, predict the reactants needed to synthesize it. The reactants are: [C:12]([O:11][C:9](O[C:9]([O:11][C:12]([CH3:15])([CH3:14])[CH3:13])=[O:10])=[O:10])([CH3:15])([CH3:14])[CH3:13].[C:16](#[N:18])[CH3:17]. (2) Given the product [NH:1]([C:2]1[N:11]=[CH:10][C:9]2[C:4](=[CH:5][C:6]([O:19][CH3:20])=[C:7]([C:12]3[CH:17]=[CH:16][CH:15]=[CH:14][C:13]=3[CH3:18])[CH:8]=2)[N:3]=1)[C:22]1[CH:27]=[CH:26][CH:25]=[CH:24][CH:23]=1, predict the reactants needed to synthesize it. The reactants are: [NH2:1][C:2]1[N:11]=[CH:10][C:9]2[C:4](=[CH:5][C:6]([O:19][CH3:20])=[C:7]([C:12]3[CH:17]=[CH:16][CH:15]=[CH:14][C:13]=3[CH3:18])[CH:8]=2)[N:3]=1.I[C:22]1[CH:27]=[CH:26][CH:25]=[CH:24][CH:23]=1.CC1(C)C2C=CC=C(P(C3C=CC=CC=3)C3C=CC=CC=3)C=2OC2C1=CC=CC=2P(C1C=CC=CC=1)C1C=CC=CC=1.C(=O)([O-])[O-].[Cs+].[Cs+]. (3) Given the product [C:6]([O:9][C:10](=[O:11])[NH:3][CH2:2][CH2:1][NH2:4])([CH3:8])([CH3:7])[CH3:5], predict the reactants needed to synthesize it. The reactants are: [CH2:1]([NH2:4])[CH2:2][NH2:3].[CH3:5][C:6]([O:9][C:10](O[C:10]([O:9][C:6]([CH3:8])([CH3:7])[CH3:5])=[O:11])=[O:11])([CH3:8])[CH3:7].C([O-])(O)=O.[Na+].